This data is from TCR-epitope binding with 47,182 pairs between 192 epitopes and 23,139 TCRs. The task is: Binary Classification. Given a T-cell receptor sequence (or CDR3 region) and an epitope sequence, predict whether binding occurs between them. (1) The epitope is YLQPRTFLL. The TCR CDR3 sequence is CASSQLAGSPSDTQYF. Result: 0 (the TCR does not bind to the epitope). (2) The epitope is FLKEKGGL. The TCR CDR3 sequence is CASTPGGPGYGYTF. Result: 0 (the TCR does not bind to the epitope). (3) Result: 0 (the TCR does not bind to the epitope). The TCR CDR3 sequence is CATSDGLAGVPFF. The epitope is TFYLTNDVSFL. (4) The epitope is GPGHKARVL. The TCR CDR3 sequence is CASSGTAVEKLFF. Result: 0 (the TCR does not bind to the epitope).